This data is from Forward reaction prediction with 1.9M reactions from USPTO patents (1976-2016). The task is: Predict the product of the given reaction. (1) Given the reactants [Cl:1][C:2]1[C:30]([F:31])=[CH:29][CH:28]=[CH:27][C:3]=1[CH2:4][NH:5][C:6](=[O:26])[N:7]([C@@H:9]([CH2:12][CH2:13][CH2:14][N:15]1[C:23](=[O:24])[C:22]2[C:17](=[CH:18][CH:19]=[CH:20][CH:21]=2)[C:16]1=[O:25])[CH2:10][OH:11])[CH3:8].[Cl:32][C:33]1[CH:34]=[CH:35][C:36](C(O)=O)=[N:37][CH:38]=1.CC[N:44]([CH:48](C)C)C(C)C.C1C=CC(P(N=[N+]=[N-])(C2C=CC=CC=2)=[O:58])=CC=1, predict the reaction product. The product is: [Cl:32][C:33]1[CH:34]=[CH:35][C:36]([NH:44][C:48](=[O:58])[O:11][CH2:10][C@@H:9]([N:7]([CH3:8])[C:6]([NH:5][CH2:4][C:3]2[CH:27]=[CH:28][CH:29]=[C:30]([F:31])[C:2]=2[Cl:1])=[O:26])[CH2:12][CH2:13][CH2:14][N:15]2[C:23](=[O:24])[C:22]3[C:17](=[CH:18][CH:19]=[CH:20][CH:21]=3)[C:16]2=[O:25])=[N:37][CH:38]=1. (2) Given the reactants C=O.[C:3](O)(=O)C.C([BH3-])#N.[Na+].[Cl:11][C:12]1[C:13]([NH:23][C@H:24]2[CH2:29][CH2:28][C@H:27]([NH:30][CH2:31]CC)[CH2:26][CH2:25]2)=[CH:14][C:15]([O:21][CH3:22])=[C:16]([CH:20]=1)[C:17]([NH2:19])=O.C(=O)([O-])O.[Na+], predict the reaction product. The product is: [Cl:11][C:12]1[C:13]([NH:23][C@H:24]2[CH2:25][CH2:26][C@H:27]([N:30]([CH3:31])[CH3:3])[CH2:28][CH2:29]2)=[CH:14][C:15]([O:21][CH3:22])=[C:16]([CH:20]=1)[C:17]#[N:19]. (3) Given the reactants [NH:1]1[CH2:6][CH2:5][NH:4][CH2:3][CH2:2]1.Cl[C:8]1[C:13]([Cl:14])=[CH:12][C:11]([N+:15]([O-:17])=[O:16])=[CH:10][N:9]=1.O, predict the reaction product. The product is: [Cl:14][C:13]1[C:8]([N:1]2[CH2:6][CH2:5][NH:4][CH2:3][CH2:2]2)=[N:9][CH:10]=[C:11]([N+:15]([O-:17])=[O:16])[CH:12]=1. (4) Given the reactants [CH2:1]([N:3]([CH3:25])[C:4]1[CH:9]=[C:8]([C:10]([N:12]2[CH2:17][CH2:16][CH2:15][CH:14]([C:18]3[CH:23]=[CH:22][C:21]([CH3:24])=[CH:20][CH:19]=3)[CH2:13]2)=[O:11])[CH:7]=[CH:6][N:5]=1)[CH3:2].F[C:27]1C=C(C(N2CCCC(C3C=CC(C)=CC=3)C2)=O)C=CN=1.CNC1CC1, predict the reaction product. The product is: [CH:1]1([N:3]([CH3:25])[C:4]2[CH:9]=[C:8]([C:10]([N:12]3[CH2:17][CH2:16][CH2:15][CH:14]([C:18]4[CH:19]=[CH:20][C:21]([CH3:24])=[CH:22][CH:23]=4)[CH2:13]3)=[O:11])[CH:7]=[CH:6][N:5]=2)[CH2:27][CH2:2]1.